This data is from Full USPTO retrosynthesis dataset with 1.9M reactions from patents (1976-2016). The task is: Predict the reactants needed to synthesize the given product. (1) Given the product [C:1]1([C:28]2[CH:29]=[CH:30][CH:31]=[CH:32][CH:33]=2)[CH:2]=[CH:3][C:4]([CH2:7][C@@H:8]([C:17]([NH:19][CH2:20][C:21]([OH:23])=[O:22])=[O:18])[CH2:9][C:10]([OH:12])=[O:11])=[CH:5][CH:6]=1, predict the reactants needed to synthesize it. The reactants are: [C:1]1([C:28]2[CH:33]=[CH:32][CH:31]=[CH:30][CH:29]=2)[CH:6]=[CH:5][C:4]([CH2:7][C@@H:8]([C:17]([NH:19][CH2:20][C:21]([O:23]C(C)(C)C)=[O:22])=[O:18])[CH2:9][C:10]([O:12]C(C)(C)C)=[O:11])=[CH:3][CH:2]=1.C(O)(C(F)(F)F)=O. (2) Given the product [Cl:11][C:5]1[N:4]=[CH:3][C:2]2[N:1]=[C:29]([C:28]3[CH:31]=[CH:32][C:25]([O:24][CH:21]4[CH2:22][CH2:23][N:18]([CH:14]5[CH2:17][CH2:16][CH2:15]5)[CH2:19][CH2:20]4)=[CH:26][CH:27]=3)[N:13]([CH3:12])[C:8](=[O:10])[C:7]=2[CH:6]=1, predict the reactants needed to synthesize it. The reactants are: [NH2:1][C:2]1[C:7]([C:8]([OH:10])=O)=[CH:6][C:5]([Cl:11])=[N:4][CH:3]=1.[CH3:12][NH2:13].[CH:14]1([N:18]2[CH2:23][CH2:22][CH:21]([O:24][C:25]3[CH:32]=[CH:31][C:28]([CH:29]=O)=[CH:27][CH:26]=3)[CH2:20][CH2:19]2)[CH2:17][CH2:16][CH2:15]1. (3) Given the product [O:1]=[Mn:2]=[O:3].[O-:5][Mn:2](=[O:4])(=[O:3])=[O:1].[K+:6].[O-:10][S:8]([O-:11])(=[O:9])=[O:7].[Mn+2:12].[OH2:1], predict the reactants needed to synthesize it. The reactants are: [O-:1][Mn:2](=[O:5])(=[O:4])=[O:3].[K+:6].[O-:7][S:8]([O-:11])(=[O:10])=[O:9].[Mn+2:12]. (4) Given the product [Cl:23][CH:9]([C:6]1[CH:5]=[CH:4][C:3]([CH2:1][CH3:2])=[CH:8][N:7]=1)[CH2:10][O:11][C:12]1[CH:19]=[CH:18][C:15]([CH:16]=[O:17])=[CH:14][CH:13]=1, predict the reactants needed to synthesize it. The reactants are: [CH2:1]([C:3]1[CH:4]=[CH:5][C:6]([CH:9](O)[CH2:10][O:11][C:12]2[CH:19]=[CH:18][C:15]([CH:16]=[O:17])=[CH:14][CH:13]=2)=[N:7][CH:8]=1)[CH3:2].S(Cl)([Cl:23])=O.O.